Dataset: Full USPTO retrosynthesis dataset with 1.9M reactions from patents (1976-2016). Task: Predict the reactants needed to synthesize the given product. (1) Given the product [OH:14][C:10]1[CH:9]([CH2:15][CH2:16][C:17]2[CH:22]=[CH:21][CH:20]=[CH:19][CH:18]=2)[NH:8][C:12](=[O:13])[CH:11]=1, predict the reactants needed to synthesize it. The reactants are: C(OC([N:8]1[C:12](=[O:13])[CH:11]=[C:10]([OH:14])[CH:9]1[CH2:15][CH2:16][C:17]1[CH:22]=[CH:21][CH:20]=[CH:19][CH:18]=1)=O)(C)(C)C.FC(F)(F)C(O)=O. (2) The reactants are: [C:1]([C:5]1[CH:6]=[C:7]([CH:12]=[C:13]([CH2:15][OH:16])[CH:14]=1)[C:8]([O:10][CH3:11])=[O:9])([CH3:4])([CH3:3])[CH3:2].[CH2:17](I)[CH3:18]. Given the product [C:1]([C:5]1[CH:6]=[C:7]([CH:12]=[C:13]([CH2:15][O:16][CH2:17][CH3:18])[CH:14]=1)[C:8]([O:10][CH3:11])=[O:9])([CH3:4])([CH3:2])[CH3:3], predict the reactants needed to synthesize it. (3) The reactants are: [H-].[Na+].[C:3]([O:7][C:8]([N:10]1[C@@H:19]([CH3:20])[CH2:18][C:17]2[C:16]([O:21][C:22]3[CH:23]=[C:24]4[C:28](=[CH:29][CH:30]=3)[NH:27][CH:26]=[CH:25]4)=[N:15][CH:14]=[N:13][C:12]=2[CH2:11]1)=[O:9])([CH3:6])([CH3:5])[CH3:4].[C:31]([O:35][C:36]([N:38]1[C:42]([NH:43][C:44](OC2C=CC=CC=2)=[O:45])=[CH:41][C:40]([C:53]2([CH3:56])[CH2:55][CH2:54]2)=[N:39]1)=[O:37])([CH3:34])([CH3:33])[CH3:32]. Given the product [C:3]([O:7][C:8]([N:10]1[C@@H:19]([CH3:20])[CH2:18][C:17]2[C:16]([O:21][C:22]3[CH:23]=[C:24]4[C:28](=[CH:29][CH:30]=3)[N:27]([C:44](=[O:45])[NH:43][C:42]3[N:38]([C:36]([O:35][C:31]([CH3:34])([CH3:33])[CH3:32])=[O:37])[N:39]=[C:40]([C:53]5([CH3:56])[CH2:55][CH2:54]5)[CH:41]=3)[CH:26]=[CH:25]4)=[N:15][CH:14]=[N:13][C:12]=2[CH2:11]1)=[O:9])([CH3:4])([CH3:5])[CH3:6], predict the reactants needed to synthesize it. (4) Given the product [CH:1]1([Si:7]([CH3:12])([CH3:10])[CH3:8])[CH:2]=[CH:3][CH2:4][CH:5]=[CH:6]1, predict the reactants needed to synthesize it. The reactants are: [C:1]1([Si:7]([CH2:12]C)([CH2:10]C)[CH2:8]C)[CH:2]=[CH:3][CH2:4][CH2:5][CH:6]=1.C1CC=CCC=1.C([Si](CC)(CC)Cl)C. (5) The reactants are: [CH3:1][O:2][C:3](=[O:12])[C:4]1[CH:9]=[C:8]([NH2:10])[CH:7]=[CH:6][C:5]=1[Cl:11].C(O)(=O)C.[N:17]([O-])=O.[Na+].O.O.Cl[Sn]Cl. Given the product [ClH:11].[CH3:1][O:2][C:3](=[O:12])[C:4]1[CH:9]=[C:8]([NH:10][NH2:17])[CH:7]=[CH:6][C:5]=1[Cl:11], predict the reactants needed to synthesize it. (6) Given the product [N:1]1([CH:12]([NH:29][C:27](=[O:28])[CH2:26][C:20]2[CH:21]=[CH:22][C:23]([O:24][CH3:25])=[C:18]([O:17][CH3:16])[CH:19]=2)[C:11]([CH3:15])([CH3:14])[CH3:10])[C:5]2[CH:6]=[CH:7][CH:8]=[CH:9][C:4]=2[N:3]=[N:2]1, predict the reactants needed to synthesize it. The reactants are: [NH:1]1[C:5]2[CH:6]=[CH:7][CH:8]=[CH:9][C:4]=2[N:3]=[N:2]1.[CH3:10][C:11]([CH3:15])([CH3:14])[CH:12]=O.[CH3:16][O:17][C:18]1[CH:19]=[C:20]([CH2:26][C:27]([NH2:29])=[O:28])[CH:21]=[CH:22][C:23]=1[O:24][CH3:25]. (7) Given the product [C:8]([C:12]1[CH:21]=[CH:20][C:15]([CH2:16][NH:17][C:18]([NH:1][C:2]2[CH:7]=[CH:6][CH:5]=[CH:4][N:3]=2)=[S:19])=[CH:14][CH:13]=1)([CH3:11])([CH3:9])[CH3:10], predict the reactants needed to synthesize it. The reactants are: [NH2:1][C:2]1[CH:7]=[CH:6][CH:5]=[CH:4][N:3]=1.[C:8]([C:12]1[CH:21]=[CH:20][C:15]([CH2:16][N:17]=[C:18]=[S:19])=[CH:14][CH:13]=1)([CH3:11])([CH3:10])[CH3:9].C(N(CC)CC)C. (8) Given the product [C:26]1([C:22]2[CH:21]=[C:20]([C:15]3[CH:16]=[CH:17][CH:18]=[CH:19][C:14]=3[C:5]3[CH:4]=[C:3]([OH:2])[N:7]([C:8]4[CH:13]=[CH:12][CH:11]=[CH:10][N:9]=4)[N:6]=3)[CH:25]=[CH:24][CH:23]=2)[CH:31]=[CH:30][CH:29]=[CH:28][CH:27]=1, predict the reactants needed to synthesize it. The reactants are: C(=O)(OC(C)(C)C)[O:2][C:3]1[N:7]([C:8]2[CH:13]=[CH:12][CH:11]=[CH:10][N:9]=2)[N:6]=[C:5]([C:14]2[CH:19]=[CH:18][CH:17]=[CH:16][C:15]=2[C:20]2[CH:25]=[CH:24][CH:23]=[C:22]([C:26]3[CH:31]=[CH:30][CH:29]=[CH:28][CH:27]=3)[CH:21]=2)[CH:4]=1.C(=O)(OC(C)(C)C)OC1N(C2C=CC=CN=2)N=C(C2C=CC(C3C=CC=CC=3)=CC=2)C=1. (9) Given the product [F:34][C:13]([F:12])([F:33])[C:14]1[CH:28]=[C:27]([C:29]([F:32])([F:31])[F:30])[CH:26]=[CH:25][C:15]=1[CH2:16][N:17]1[CH2:22][CH2:21][CH:20](/[CH:23]=[C:10]2/[C:6]([NH:5][CH2:4][CH2:3][CH2:2][OH:1])=[N:7][C:8](=[O:11])[S:9]/2)[CH2:19][CH2:18]1, predict the reactants needed to synthesize it. The reactants are: [OH:1][CH2:2][CH2:3][CH2:4][NH:5][C:6]1[CH2:10][S:9][C:8](=[O:11])[N:7]=1.[F:12][C:13]([F:34])([F:33])[C:14]1[CH:28]=[C:27]([C:29]([F:32])([F:31])[F:30])[CH:26]=[CH:25][C:15]=1[CH2:16][N:17]1[CH2:22][CH2:21][CH:20]([CH:23]=O)[CH2:19][CH2:18]1.C([O-])(=O)C.[NH2+]1CCCCC1. (10) Given the product [CH3:1][O:2][C:3](=[O:17])[C:4]([O:7][C:8]1[CH:13]=[C:12]([Cl:14])[C:11]([O:15][CH2:31][CH2:30][CH2:29][C:28]#[C:27][C:24]2[CH:25]=[CH:26][C:21]([O:20][C:19]([F:18])([F:37])[F:38])=[CH:22][CH:23]=2)=[CH:10][C:9]=1[Cl:16])([CH3:6])[CH3:5], predict the reactants needed to synthesize it. The reactants are: [CH3:1][O:2][C:3](=[O:17])[C:4]([O:7][C:8]1[CH:13]=[C:12]([Cl:14])[C:11]([OH:15])=[CH:10][C:9]=1[Cl:16])([CH3:6])[CH3:5].[F:18][C:19]([F:38])([F:37])[O:20][C:21]1[CH:26]=[CH:25][C:24]([C:27]#[C:28][CH2:29][CH2:30][CH2:31]OS(C)(=O)=O)=[CH:23][CH:22]=1.